From a dataset of Retrosynthesis with 50K atom-mapped reactions and 10 reaction types from USPTO. Predict the reactants needed to synthesize the given product. (1) Given the product O=C(O)[C@@H]1CCCC[C@H]1NS(=O)(=O)c1ccc(-c2ccccc2)cc1, predict the reactants needed to synthesize it. The reactants are: N[C@@H]1CCCC[C@H]1C(=O)O.O=S(=O)(Cl)c1ccc(-c2ccccc2)cc1. (2) Given the product C[C@]12CC[C@H]3[C@@H](CC[C@@H]4C[C@H](O)CC[C@]34C)[C@@H]1CC[C@@H]2C(=O)COc1ccncc1, predict the reactants needed to synthesize it. The reactants are: C[C@]12CC[C@H]3[C@@H](CC[C@@H]4C[C@H](O)CC[C@]34C)[C@@H]1CC[C@@H]2C(=O)CBr.Oc1ccncc1. (3) The reactants are: COC(=O)Cc1ccc(OC/C=C(\C)c2ccc(Oc3ccccc3)cc2)cc1. Given the product C/C(=C\COc1ccc(CC(=O)O)cc1)c1ccc(Oc2ccccc2)cc1, predict the reactants needed to synthesize it. (4) Given the product COc1ccc(-c2cc(=O)n(CCN3CCCCC3)nc2-c2ccc(OC)cc2)cc1, predict the reactants needed to synthesize it. The reactants are: C1CCNCC1.COc1ccc(-c2cc(=O)n(CCO)nc2-c2ccc(OC)cc2)cc1. (5) The reactants are: Cc1ccccc1Nc1c(C(=O)N2CCC(c3ccccc3)CC2)cnc2c(C(=O)O)cnn12.Cc1nn(C)c(Cl)c1S(N)(=O)=O. Given the product Cc1ccccc1Nc1c(C(=O)N2CCC(c3ccccc3)CC2)cnc2c(C(=O)NS(=O)(=O)c3c(C)nn(C)c3Cl)cnn12, predict the reactants needed to synthesize it. (6) Given the product O=C(O)CCCCCCn1c(-c2ccccc2)nc(-c2ccccc2)c1-c1ccccc1, predict the reactants needed to synthesize it. The reactants are: CCOC(=O)CCCCCCn1c(-c2ccccc2)nc(-c2ccccc2)c1-c1ccccc1. (7) Given the product CCOC(=O)C=Cc1c(Br)cc(F)c(N=NN2CCCC2)c1F, predict the reactants needed to synthesize it. The reactants are: CCOC(=O)C=P(c1ccccc1)(c1ccccc1)c1ccccc1.O=Cc1c(Br)cc(F)c(N=NN2CCCC2)c1F.